Dataset: NCI-60 drug combinations with 297,098 pairs across 59 cell lines. Task: Regression. Given two drug SMILES strings and cell line genomic features, predict the synergy score measuring deviation from expected non-interaction effect. (1) Drug 1: CCC1=CC2CC(C3=C(CN(C2)C1)C4=CC=CC=C4N3)(C5=C(C=C6C(=C5)C78CCN9C7C(C=CC9)(C(C(C8N6C)(C(=O)OC)O)OC(=O)C)CC)OC)C(=O)OC.C(C(C(=O)O)O)(C(=O)O)O. Drug 2: CC1C(C(CC(O1)OC2CC(CC3=C2C(=C4C(=C3O)C(=O)C5=CC=CC=C5C4=O)O)(C(=O)C)O)N)O. Cell line: SK-MEL-2. Synergy scores: CSS=30.9, Synergy_ZIP=-1.10, Synergy_Bliss=5.46, Synergy_Loewe=3.13, Synergy_HSA=3.30. (2) Drug 1: CC1=C(C(CCC1)(C)C)C=CC(=CC=CC(=CC(=O)O)C)C. Drug 2: C(CC(=O)O)C(=O)CN.Cl. Cell line: DU-145. Synergy scores: CSS=10.8, Synergy_ZIP=-3.57, Synergy_Bliss=-0.215, Synergy_Loewe=-2.84, Synergy_HSA=-2.73. (3) Drug 1: COC1=CC(=CC(=C1O)OC)C2C3C(COC3=O)C(C4=CC5=C(C=C24)OCO5)OC6C(C(C7C(O6)COC(O7)C8=CC=CS8)O)O. Drug 2: CCC1(CC2CC(C3=C(CCN(C2)C1)C4=CC=CC=C4N3)(C5=C(C=C6C(=C5)C78CCN9C7C(C=CC9)(C(C(C8N6C=O)(C(=O)OC)O)OC(=O)C)CC)OC)C(=O)OC)O.OS(=O)(=O)O. Cell line: M14. Synergy scores: CSS=24.3, Synergy_ZIP=-6.59, Synergy_Bliss=2.47, Synergy_Loewe=1.57, Synergy_HSA=1.42. (4) Cell line: HCC-2998. Synergy scores: CSS=18.7, Synergy_ZIP=-0.312, Synergy_Bliss=-0.203, Synergy_Loewe=-1.09, Synergy_HSA=-1.26. Drug 2: C#CCC(CC1=CN=C2C(=N1)C(=NC(=N2)N)N)C3=CC=C(C=C3)C(=O)NC(CCC(=O)O)C(=O)O. Drug 1: C1=NC2=C(N1)C(=S)N=C(N2)N. (5) Drug 1: C1CC2CC3=C(CC1C24CN(S(=O)(=O)N4)CC(F)(F)F)C=CC(=C3)C=CCN5CCC(CC5)C(F)(F)F. Drug 2: CCN(CC)CCNC(=O)C1=C(NC(=C1C)C=C2C3=C(C=CC(=C3)F)NC2=O)C. Cell line: HCT116. Synergy scores: CSS=85.3, Synergy_ZIP=8.98, Synergy_Bliss=8.60, Synergy_Loewe=-0.237, Synergy_HSA=12.7. (6) Drug 1: CC12CCC(CC1=CCC3C2CCC4(C3CC=C4C5=CN=CC=C5)C)O. Drug 2: CCCS(=O)(=O)NC1=C(C(=C(C=C1)F)C(=O)C2=CNC3=C2C=C(C=N3)C4=CC=C(C=C4)Cl)F. Cell line: A498. Synergy scores: CSS=-0.625, Synergy_ZIP=0.900, Synergy_Bliss=2.14, Synergy_Loewe=-2.62, Synergy_HSA=-0.614. (7) Drug 1: CS(=O)(=O)C1=CC(=C(C=C1)C(=O)NC2=CC(=C(C=C2)Cl)C3=CC=CC=N3)Cl. Drug 2: CN(CC1=CN=C2C(=N1)C(=NC(=N2)N)N)C3=CC=C(C=C3)C(=O)NC(CCC(=O)O)C(=O)O. Cell line: SK-MEL-5. Synergy scores: CSS=26.6, Synergy_ZIP=-5.61, Synergy_Bliss=-0.399, Synergy_Loewe=-32.6, Synergy_HSA=-4.92. (8) Drug 1: CC(C1=C(C=CC(=C1Cl)F)Cl)OC2=C(N=CC(=C2)C3=CN(N=C3)C4CCNCC4)N. Drug 2: CN(C(=O)NC(C=O)C(C(C(CO)O)O)O)N=O. Cell line: A549. Synergy scores: CSS=9.36, Synergy_ZIP=-6.04, Synergy_Bliss=-10.00, Synergy_Loewe=-10.5, Synergy_HSA=-10.5. (9) Drug 1: CC1=C(C=C(C=C1)NC2=NC=CC(=N2)N(C)C3=CC4=NN(C(=C4C=C3)C)C)S(=O)(=O)N.Cl. Drug 2: CC1=C2C(C(=O)C3(C(CC4C(C3C(C(C2(C)C)(CC1OC(=O)C(C(C5=CC=CC=C5)NC(=O)OC(C)(C)C)O)O)OC(=O)C6=CC=CC=C6)(CO4)OC(=O)C)O)C)O. Cell line: T-47D. Synergy scores: CSS=30.8, Synergy_ZIP=2.87, Synergy_Bliss=10.8, Synergy_Loewe=-9.54, Synergy_HSA=10.4. (10) Drug 1: CCC1(CC2CC(C3=C(CCN(C2)C1)C4=CC=CC=C4N3)(C5=C(C=C6C(=C5)C78CCN9C7C(C=CC9)(C(C(C8N6C)(C(=O)OC)O)OC(=O)C)CC)OC)C(=O)OC)O.OS(=O)(=O)O. Drug 2: CCC1(C2=C(COC1=O)C(=O)N3CC4=CC5=C(C=CC(=C5CN(C)C)O)N=C4C3=C2)O.Cl. Cell line: OVCAR-4. Synergy scores: CSS=3.78, Synergy_ZIP=-1.79, Synergy_Bliss=-2.05, Synergy_Loewe=-3.24, Synergy_HSA=-2.09.